Dataset: Blood-brain barrier permeability classification from the B3DB database. Task: Regression/Classification. Given a drug SMILES string, predict its absorption, distribution, metabolism, or excretion properties. Task type varies by dataset: regression for continuous measurements (e.g., permeability, clearance, half-life) or binary classification for categorical outcomes (e.g., BBB penetration, CYP inhibition). Dataset: b3db_classification. (1) The molecule is CN(C)CCC=C1c2ccccc2CCc2ccccc21. The result is 1 (penetrates BBB). (2) The molecule is CC1C(NC(=O)/C(=N\OC(C)(C)C(=O)O)c2csc(N)n2)C(=O)N1S(=O)(=O)O. The result is 0 (does not penetrate BBB). (3) The compound is CS(=O)(=O)Nc1ccc([N+](=O)[O-])cc1Oc1ccccc1. The result is 0 (does not penetrate BBB). (4) The result is 1 (penetrates BBB). The compound is COc1ccc2c3c1OC1C(OC(C)=O)=CCC4C(C2)N(C)CCC314. (5) The molecule is C=CCC1([C@@H](C)CCC)C(=O)NC(=S)NC1=O. The result is 1 (penetrates BBB).